From a dataset of Catalyst prediction with 721,799 reactions and 888 catalyst types from USPTO. Predict which catalyst facilitates the given reaction. (1) Reactant: [OH:1][C:2]1[CH:3]=[C:4]([CH:8]=[C:9]([N:11]2[CH2:15][CH2:14][CH2:13][C:12]2=[O:16])[CH:10]=1)[C:5]([OH:7])=[O:6].[H-].[Na+].[CH2:19](Br)[CH:20]=[CH2:21].O.[OH-].[Li+]. Product: [CH2:21]([O:1][C:2]1[CH:3]=[C:4]([CH:8]=[C:9]([N:11]2[CH2:15][CH2:14][CH2:13][C:12]2=[O:16])[CH:10]=1)[C:5]([OH:7])=[O:6])[CH:20]=[CH2:19]. The catalyst class is: 18. (2) Reactant: [CH2:1]([O:8][N:9]1[C:18]2[C:13](=[CH:14][C:15]([C:19]([O:21]C)=[O:20])=[CH:16][N:17]=2)[C:12]([OH:23])=[C:11]([C:24]([O:26][CH2:27][CH3:28])=[O:25])[C:10]1=[O:29])[C:2]1[CH:7]=[CH:6][CH:5]=[CH:4][CH:3]=1.C(ON1C2C(=CC(C(OCC)=O)=CN=2)C(O)=C(C(OCC)=O)C1=O)C1C=CC=CC=1.[OH-].[Na+]. Product: [CH2:1]([O:8][N:9]1[C:18]2[N:17]=[CH:16][C:15]([C:19]([OH:21])=[O:20])=[CH:14][C:13]=2[C:12]([OH:23])=[C:11]([C:24]([O:26][CH2:27][CH3:28])=[O:25])[C:10]1=[O:29])[C:2]1[CH:7]=[CH:6][CH:5]=[CH:4][CH:3]=1. The catalyst class is: 14. (3) Reactant: C[O:2][C:3]([C@H:5]1[CH2:8][C@@H:7]([N:9]2[C:13]3[N:14]=[CH:15][N:16]=[C:17]([NH2:18])[C:12]=3[C:11]([C:19]3[CH:24]=[CH:23][CH:22]=[C:21]([O:25][CH2:26][C:27]4[CH:32]=[CH:31][CH:30]=[CH:29][CH:28]=4)[CH:20]=3)=[CH:10]2)[CH2:6]1)=[O:4].Cl. Product: [NH2:18][C:17]1[C:12]2[C:11]([C:19]3[CH:24]=[CH:23][CH:22]=[C:21]([O:25][CH2:26][C:27]4[CH:32]=[CH:31][CH:30]=[CH:29][CH:28]=4)[CH:20]=3)=[CH:10][N:9]([C@@H:7]3[CH2:6][C@H:5]([C:3]([OH:4])=[O:2])[CH2:8]3)[C:13]=2[N:14]=[CH:15][N:16]=1. The catalyst class is: 1. (4) Reactant: Br[C:2]1[N:9]=[CH:8][CH:7]=[C:6]([Cl:10])[C:3]=1[CH:4]=[O:5].[CH3:11][C:12]1([CH3:25])[CH2:23][C:22]2[CH:21]=[C:20]3[N:15]([CH2:16][CH2:17][NH:18][C:19]3=[O:24])[C:14]=2[CH2:13]1.CC1(C)C2C(=C(P(C3C=CC=CC=3)C3C=CC=CC=3)C=CC=2)OC2C(P(C3C=CC=CC=3)C3C=CC=CC=3)=CC=CC1=2.C([O-])([O-])=O.[Cs+].[Cs+]. Product: [Cl:10][C:6]1[CH:7]=[CH:8][N:9]=[C:2]([N:18]2[CH2:17][CH2:16][N:15]3[C:20](=[CH:21][C:22]4[CH2:23][C:12]([CH3:11])([CH3:25])[CH2:13][C:14]=43)[C:19]2=[O:24])[C:3]=1[CH:4]=[O:5]. The catalyst class is: 102. (5) Product: [N:13]1([C:21]([O:23][C:24]([CH3:27])([CH3:26])[CH3:25])=[O:22])[CH2:20][CH2:19][CH2:18][C@H:14]1[C:15]([N:28]1[CH2:41][CH2:40][CH2:39][C@H:29]1[C:30]([NH:32][C:33]1[CH:38]=[CH:37][CH:36]=[CH:35][CH:34]=1)=[O:31])=[O:17]. The catalyst class is: 1. Reactant: CCN=C=NCCCN(C)C.Cl.[N:13]1([C:21]([O:23][C:24]([CH3:27])([CH3:26])[CH3:25])=[O:22])[CH2:20][CH2:19][CH2:18][C@H:14]1[C:15]([OH:17])=O.[NH:28]1[CH2:41][CH2:40][CH2:39][C@H:29]1[C:30]([NH:32][C:33]1[CH:38]=[CH:37][CH:36]=[CH:35][CH:34]=1)=[O:31]. (6) Reactant: Cl[S:2]([C:5]1[N:6]([C:15]([O:17][C:18]([CH3:21])([CH3:20])[CH3:19])=[O:16])[C:7]2[C:12]([CH:13]=1)=[CH:11][CH:10]=[CH:9][C:8]=2[F:14])(=[O:4])=[O:3].[F:22][C:23]1[CH:28]=[CH:27][C:26]([C:29]2[O:30][C:31]3[CH:41]=[C:40]([N:42]([CH3:47])[S:43]([CH3:46])(=[O:45])=[O:44])[C:39]([C@H:48]4[CH2:53][CH2:52][CH2:51][NH:50][CH2:49]4)=[CH:38][C:32]=3[C:33]=2[C:34]([NH:36][CH3:37])=[O:35])=[CH:25][CH:24]=1. Product: [F:14][C:8]1[CH:9]=[CH:10][CH:11]=[C:12]2[C:7]=1[N:6]([C:15]([O:17][C:18]([CH3:21])([CH3:20])[CH3:19])=[O:16])[C:5]([S:2]([N:50]1[CH2:51][CH2:52][CH2:53][C@H:48]([C:39]3[C:40]([N:42]([CH3:47])[S:43]([CH3:46])(=[O:44])=[O:45])=[CH:41][C:31]4[O:30][C:29]([C:26]5[CH:25]=[CH:24][C:23]([F:22])=[CH:28][CH:27]=5)=[C:33]([C:34](=[O:35])[NH:36][CH3:37])[C:32]=4[CH:38]=3)[CH2:49]1)(=[O:4])=[O:3])=[CH:13]2. The catalyst class is: 34. (7) Reactant: [Br:1][C:2]1[C:3]([CH3:9])=[N:4][C:5](Cl)=[CH:6][CH:7]=1.[NH:10]1[CH2:14][CH2:13][C@@H:12]([OH:15])[CH2:11]1.CCN(CC)CC. Product: [Br:1][C:2]1[CH:7]=[CH:6][C:5]([N:10]2[CH2:14][CH2:13][C@@H:12]([OH:15])[CH2:11]2)=[N:4][C:3]=1[CH3:9]. The catalyst class is: 3.